Dataset: Catalyst prediction with 721,799 reactions and 888 catalyst types from USPTO. Task: Predict which catalyst facilitates the given reaction. (1) Reactant: Cl[C:2]([O:4][CH3:5])=[O:3].[CH3:6][C@H:7]1[CH2:16][CH2:15][C:14]2[C:9](=[CH:10][CH:11]=[C:12]([CH:21]3[CH2:26][CH2:25][NH:24][CH2:23][CH2:22]3)[C:13]=2[O:17][CH2:18][CH2:19][CH3:20])[N:8]1[C:27](=[O:29])[CH3:28].C(N(CC)CC)C. Product: [C:27]([N:8]1[C:9]2[C:14](=[C:13]([O:17][CH2:18][CH2:19][CH3:20])[C:12]([CH:21]3[CH2:26][CH2:25][N:24]([C:2]([O:4][CH3:5])=[O:3])[CH2:23][CH2:22]3)=[CH:11][CH:10]=2)[CH2:15][CH2:16][C@@H:7]1[CH3:6])(=[O:29])[CH3:28]. The catalyst class is: 4. (2) Reactant: [C:1]([O:5][C:6](=[O:37])[NH:7][CH2:8][CH:9]([C:30]1[CH:35]=[CH:34][CH:33]=[C:32]([NH2:36])[CH:31]=1)[NH:10][C:11]([C:13]1[S:29][C:16]2=[N:17][C:18]3[CH2:19][CH2:20][CH:21]([C:25]([CH3:28])([CH3:27])[CH3:26])[CH2:22][C:23]=3[CH:24]=[C:15]2[CH:14]=1)=[O:12])([CH3:4])([CH3:3])[CH3:2].C(N(CC)CC)C.Cl[C:46]([O:48][CH2:49][CH3:50])=[O:47]. Product: [CH2:49]([O:48][C:46](=[O:47])[NH:36][C:32]1[CH:33]=[CH:34][CH:35]=[C:30]([CH:9]([NH:10][C:11]([C:13]2[S:29][C:16]3=[N:17][C:18]4[CH2:19][CH2:20][CH:21]([C:25]([CH3:28])([CH3:27])[CH3:26])[CH2:22][C:23]=4[CH:24]=[C:15]3[CH:14]=2)=[O:12])[CH2:8][NH:7][C:6]([O:5][C:1]([CH3:2])([CH3:3])[CH3:4])=[O:37])[CH:31]=1)[CH3:50]. The catalyst class is: 2. (3) Reactant: [C:1]1(C)C=[CH:5][CH:4]=[CH:3][C:2]=1[CH:7]1[CH2:12][CH2:11][CH2:10][CH2:9][C:8]1=O.[C:15]([O-])(=O)[CH3:16].[NH4+].C([BH3-])#[N:21].[Na+].C([O-])(O)=O.[Na+]. Product: [C:15]1([CH3:16])[CH:5]=[CH:4][CH:3]=[C:2]([C@H:7]2[CH2:12][CH2:11][CH2:10][CH2:9][C@H:8]2[NH2:21])[CH:1]=1. The catalyst class is: 5. (4) Product: [CH3:18][O:19][CH2:20][CH2:21][O:1][C:2]1[CH:9]=[CH:8][C:5]([CH:6]=[O:7])=[CH:4][CH:3]=1. Reactant: [OH:1][C:2]1[CH:9]=[CH:8][C:5]([CH:6]=[O:7])=[CH:4][CH:3]=1.[I-].[K+].CC(C)([O-])C.[K+].[CH3:18][O:19][CH2:20][CH2:21]Cl. The catalyst class is: 3. (5) Reactant: [CH2:15]1[C:13](=O)[N:12](OC(O[N:12]2[C:17](=[O:18])[CH2:16][CH2:15][C:13]2=O)=O)[C:17](=[O:18])[CH2:16]1.[CH2:19]([N:21]([CH2:24][CH3:25])[CH2:22][CH3:23])[CH3:20].[C:26]([NH2:34])(=O)[C:27]1C=CC=C[CH:28]=1. Product: [CH3:20][CH2:19][N:21]([CH2:24][CH2:25][NH:12][C:17]([C:16]1[CH:28]=[CH:27][C:26]([NH2:34])=[CH:13][CH:15]=1)=[O:18])[CH2:22][CH3:23]. The catalyst class is: 1.